Dataset: Forward reaction prediction with 1.9M reactions from USPTO patents (1976-2016). Task: Predict the product of the given reaction. (1) Given the reactants [F:1][C:2]1[CH:7]=[CH:6][CH:5]=[C:4]([F:8])[C:3]=1[N:9]1[C:14]2[N:15]=[C:16](SC)[N:17]=[C:18]([C:19]3[CH:20]=[C:21]([CH:25]=[CH:26][C:27]=3[CH3:28])[C:22](O)=[O:23])[C:13]=2[CH:12]=[CH:11][C:10]1=[O:31].[F:32][C:33]1[CH:38]=[CH:37][C:36]([CH2:39][CH2:40][NH2:41])=[CH:35][CH:34]=1.[CH3:42][C:43]1([CH3:52])[CH2:48][CH:47]([NH2:49])[CH2:46][C:45]([CH3:51])([CH3:50])[NH:44]1, predict the reaction product. The product is: [F:8][C:4]1[CH:5]=[CH:6][CH:7]=[C:2]([F:1])[C:3]=1[N:9]1[C:14]2[N:15]=[C:16]([NH:49][CH:47]3[CH2:48][C:43]([CH3:52])([CH3:42])[NH:44][C:45]([CH3:51])([CH3:50])[CH2:46]3)[N:17]=[C:18]([C:19]3[CH:20]=[C:21]([CH:25]=[CH:26][C:27]=3[CH3:28])[C:22]([NH:41][CH2:40][CH2:39][C:36]3[CH:37]=[CH:38][C:33]([F:32])=[CH:34][CH:35]=3)=[O:23])[C:13]=2[CH:12]=[CH:11][C:10]1=[O:31]. (2) Given the reactants [ClH:1].[ClH:2].[NH2:3][CH:4]([CH:20]1[CH2:24][CH2:23][CH2:22][N:21]1[S:25]([C:28]1[CH:33]=[CH:32][C:31](OC)=[CH:30][CH:29]=1)(=[O:27])=[O:26])[C:5]1[CH:19]=[CH:18][C:8]([C:9]([NH:11][C:12]2[CH:17]=[CH:16][N:15]=[CH:14][CH:13]=2)=[O:10])=[CH:7][CH:6]=1.C(OC(N[C@H](C1C=CC(C(=O)NC2C=CN=CC=2)=CC=1)CC(O)=O)=O)(C)(C)C, predict the reaction product. The product is: [ClH:1].[ClH:1].[NH2:3][CH:4]([CH:20]1[CH2:24][CH2:23][CH2:22][N:21]1[S:25]([C:28]1[CH:33]=[CH:32][CH:31]=[CH:30][C:29]=1[Cl:1])(=[O:27])=[O:26])[C:5]1[CH:19]=[CH:18][C:8]([C:9]([NH:11][C:12]2[CH:17]=[CH:16][N:15]=[CH:14][CH:13]=2)=[O:10])=[CH:7][CH:6]=1.[Cl:1][C:29]1[CH:30]=[CH:31][CH:32]=[CH:33][C:28]=1[S:25]([Cl:2])(=[O:27])=[O:26]. (3) Given the reactants [CH3:1][CH:2]1[CH2:6][O:5][C:4](=O)[CH2:3]1.S(Cl)([Cl:10])=O.[CH3:12][OH:13], predict the reaction product. The product is: [CH3:12][O:13][C:4](=[O:5])[CH2:3][CH:2]([CH3:1])[CH2:6][Cl:10]. (4) The product is: [C:11]([NH:15][C:16]1[C:25]([CH3:26])=[N:24][C:23]2[C:18]([N:17]=1)=[C:19]([C:2]1[CH:3]=[C:4]3[CH2:8][NH:7][C:6](=[O:9])[N:5]3[CH:10]=1)[CH:20]=[CH:21][CH:22]=2)([CH3:14])([CH3:13])[CH3:12]. Given the reactants Br[C:2]1[CH:3]=[C:4]2[CH2:8][NH:7][C:6](=[O:9])[N:5]2[CH:10]=1.[C:11]([NH:15][C:16]1[C:25]([CH3:26])=[N:24][C:23]2[C:18](=[C:19](B3OC(C)(C)C(C)(C)O3)[CH:20]=[CH:21][CH:22]=2)[N:17]=1)([CH3:14])([CH3:13])[CH3:12].[O-]P([O-])([O-])=O.[K+].[K+].[K+].CC(C1C=C(C(C)C)C(C2C=CC=CC=2P(C2CCCCC2)C2CCCCC2)=C(C(C)C)C=1)C, predict the reaction product. (5) Given the reactants [NH2:1][CH2:2][CH2:3][CH2:4][C:5]([CH3:43])([CH3:42])[CH2:6][N:7]([S:31]([C:34]1[CH:39]=[CH:38][CH:37]=[C:36]([NH:40][CH3:41])[CH:35]=1)(=[O:33])=[O:32])[CH2:8][C@@H:9]([OH:30])[C@@H:10]([NH:18][C:19](=[O:29])[O:20][C@@H:21]1[C@H:28]2[C@H:24]([O:25][CH2:26][CH2:27]2)[O:23][CH2:22]1)[CH2:11][C:12]1[CH:17]=[CH:16][CH:15]=[CH:14][CH:13]=1.C(N(CC)C(C)C)(C)C.Cl[C:54]([O:56][CH3:57])=[O:55], predict the reaction product. The product is: [CH2:11]([C@H:10]([NH:18][C:19](=[O:29])[O:20][C@@H:21]1[C@H:28]2[C@H:24]([O:25][CH2:26][CH2:27]2)[O:23][CH2:22]1)[C@H:9]([OH:30])[CH2:8][N:7]([CH2:6][C:5]([CH3:43])([CH3:42])[CH2:4][CH2:3][CH2:2][NH:1][C:54]([O:56][CH3:57])=[O:55])[S:31]([C:34]1[CH:39]=[CH:38][CH:37]=[C:36]([NH:40][CH3:41])[CH:35]=1)(=[O:33])=[O:32])[C:12]1[CH:17]=[CH:16][CH:15]=[CH:14][CH:13]=1. (6) Given the reactants [Br:1][C:2]1[CH:3]=[C:4]2[C:8](=[N:9][CH:10]=1)[NH:7][CH:6]=[CH:5]2.[Cl-].[Cl-].[Cl-].[Al+3].[F:15][C:16]1[C:24]([O:25][CH3:26])=[CH:23][CH:22]=[CH:21][C:17]=1[C:18](Cl)=[O:19].O, predict the reaction product. The product is: [Br:1][C:2]1[CH:3]=[C:4]2[C:5]([C:18]([C:17]3[CH:21]=[CH:22][CH:23]=[C:24]([O:25][CH3:26])[C:16]=3[F:15])=[O:19])=[CH:6][NH:7][C:8]2=[N:9][CH:10]=1. (7) Given the reactants [CH2:1]([O:3][C:4](=[O:19])[NH:5][C:6]1[C:7]([N+:16]([O-:18])=[O:17])=[C:8]2[C:12](=[CH:13][CH:14]=1)[C:11](=O)[CH2:10][CH2:9]2)[CH3:2].[F:20][C:21]1[CH:27]=[CH:26][C:24]([NH2:25])=[CH:23][CH:22]=1.[B][B][B][B][B][B][B][B][B][B], predict the reaction product. The product is: [CH2:1]([O:3][C:4](=[O:19])[NH:5][C:6]1[C:7]([N+:16]([O-:18])=[O:17])=[C:8]2[C:12](=[CH:13][CH:14]=1)[CH:11]([NH:25][C:24]1[CH:26]=[CH:27][C:21]([F:20])=[CH:22][CH:23]=1)[CH2:10][CH2:9]2)[CH3:2].